Dataset: Peptide-MHC class I binding affinity with 185,985 pairs from IEDB/IMGT. Task: Regression. Given a peptide amino acid sequence and an MHC pseudo amino acid sequence, predict their binding affinity value. This is MHC class I binding data. (1) The peptide sequence is SHFVYTPS. The MHC is H-2-Kb with pseudo-sequence H-2-Kb. The binding affinity (normalized) is 0.259. (2) The peptide sequence is ARPKRWLL. The MHC is HLA-A02:02 with pseudo-sequence HLA-A02:02. The binding affinity (normalized) is 0. (3) The peptide sequence is TSTVEEQIQW. The MHC is HLA-A03:01 with pseudo-sequence HLA-A03:01. The binding affinity (normalized) is 0.